From a dataset of Catalyst prediction with 721,799 reactions and 888 catalyst types from USPTO. Predict which catalyst facilitates the given reaction. (1) Reactant: [N:1]12[CH2:8][CH2:7][CH:4]([CH2:5][CH2:6]1)[CH:3]([NH:9][C:10]([NH:12][C:13]([C:15]1[C:20]([NH2:21])=[N:19][C:18]([NH2:22])=[C:17]([Cl:23])[N:16]=1)=[O:14])=[NH:11])[CH2:2]2.[CH2:24]([Br:31])[C:25]1[CH:30]=[CH:29][CH:28]=[CH:27][CH:26]=1.C(OCC)C. The catalyst class is: 10. Product: [Br-:31].[CH2:24]([N+:1]12[CH2:8][CH2:7][CH:4]([CH2:5][CH2:6]1)[CH:3]([NH:9][C:10]([NH2:11])=[N:12][C:13]([C:15]1[C:20]([NH2:21])=[N:19][C:18]([NH2:22])=[C:17]([Cl:23])[N:16]=1)=[O:14])[CH2:2]2)[C:25]1[CH:30]=[CH:29][CH:28]=[CH:27][CH:26]=1. (2) Reactant: [NH2:1][C@@H:2]1[CH2:7][CH2:6][C@H:5]([NH:8][C:9]2[N:18]=[C:17]([N:19]([CH3:21])[CH3:20])[C:16]3[C:11](=[CH:12][CH:13]=[CH:14][CH:15]=3)[N:10]=2)[CH2:4][CH2:3]1.[Br:22][CH:23]([CH3:27])[C:24](Br)=[O:25]. Product: [Br:22][CH:23]([CH3:27])[C:24]([NH:1][C@H:2]1[CH2:3][CH2:4][C@@H:5]([NH:8][C:9]2[N:18]=[C:17]([N:19]([CH3:21])[CH3:20])[C:16]3[C:11](=[CH:12][CH:13]=[CH:14][CH:15]=3)[N:10]=2)[CH2:6][CH2:7]1)=[O:25]. The catalyst class is: 2. (3) Reactant: [F:1][C:2]1[C:25]([O:26][CH3:27])=[CH:24][C:5]2[NH:6][C:7]([C:9]3[C:21]4[C:20]5[C:15](=[CH:16][CH:17]=[CH:18][CH:19]=5)[C:14](=[N:22]O)[C:13]=4[CH:12]=[CH:11][CH:10]=3)=[N:8][C:4]=2[CH:3]=1.O.C(O)(=O)C. Product: [F:1][C:2]1[C:25]([O:26][CH3:27])=[CH:24][C:5]2[NH:6][C:7]([C:9]3[C:21]4[C:20]5[C:15](=[CH:16][CH:17]=[CH:18][CH:19]=5)[CH:14]([NH2:22])[C:13]=4[CH:12]=[CH:11][CH:10]=3)=[N:8][C:4]=2[CH:3]=1. The catalyst class is: 490. (4) Reactant: C(=O)([O-])[O-].[Cs+].[Cs+].[OH:7][C:8]1[CH:13]=[CH:12][C:11]([CH2:14][C:15]([O:17][CH3:18])=[O:16])=[CH:10][CH:9]=1.[CH2:19](Br)[C:20]1[CH:25]=[CH:24][CH:23]=[CH:22][CH:21]=1. Product: [CH3:18][O:17][C:15](=[O:16])[CH2:14][C:11]1[CH:10]=[CH:9][C:8]([O:7][CH2:19][C:20]2[CH:25]=[CH:24][CH:23]=[CH:22][CH:21]=2)=[CH:13][CH:12]=1. The catalyst class is: 4.